This data is from Forward reaction prediction with 1.9M reactions from USPTO patents (1976-2016). The task is: Predict the product of the given reaction. (1) Given the reactants [H-].[Na+].[OH:3][CH:4]1[CH2:9][CH2:8][N:7]([C:10]([O:12][C:13]([CH3:16])([CH3:15])[CH3:14])=[O:11])[CH2:6][CH2:5]1.Cl[C:18]1[CH:23]=[N:22][CH:21]=[CH:20][N:19]=1, predict the reaction product. The product is: [N:19]1[CH:20]=[CH:21][N:22]=[CH:23][C:18]=1[O:3][CH:4]1[CH2:5][CH2:6][N:7]([C:10]([O:12][C:13]([CH3:16])([CH3:15])[CH3:14])=[O:11])[CH2:8][CH2:9]1. (2) The product is: [Cl:2][C:10]1[N:9]([CH2:19][CH2:20][CH2:21][C:22]([O:24][CH3:25])=[O:23])[C:8](=[O:7])[C:17]2[C:12](=[CH:13][CH:14]=[CH:15][CH:16]=2)[N:11]=1. Given the reactants P(Cl)(Cl)(Cl)(Cl)[Cl:2].[O:7]=[C:8]1[C:17]2[C:12](=[CH:13][CH:14]=[CH:15][CH:16]=2)[NH:11][C:10](=S)[N:9]1[CH2:19][CH2:20][CH2:21][C:22]([O:24][CH3:25])=[O:23], predict the reaction product. (3) Given the reactants [CH3:1][N:2]1[CH:6]=[CH:5][C:4]([NH2:7])=[N:3]1.B(O)(O)[C:9]1[CH:14]=[CH:13][C:12]([Br:15])=[N:11][CH:10]=1.N1C=CC=CC=1, predict the reaction product. The product is: [Br:15][C:12]1[N:11]=[CH:10][C:9]([NH:7][C:4]2[CH:5]=[CH:6][N:2]([CH3:1])[N:3]=2)=[CH:14][CH:13]=1. (4) The product is: [CH2:24]([N:31]1[CH:40]=[C:39]([C:41]([NH:43][CH2:44][CH2:45][N:46]([CH3:47])[CH3:48])=[O:42])[C:38]2[C:33](=[CH:34][CH:35]=[C:36]([C:10]3[CH:11]=[C:6]([C:5](=[O:23])[NH:4][CH:1]4[CH2:2][CH2:3]4)[CH:7]=[C:8]([F:22])[C:9]=3[CH3:21])[CH:37]=2)[C:32]1=[O:50])[C:25]1[CH:26]=[CH:27][CH:28]=[CH:29][CH:30]=1. Given the reactants [CH:1]1([NH:4][C:5](=[O:23])[C:6]2[CH:11]=[C:10](B3OC(C)(C)C(C)(C)O3)[C:9]([CH3:21])=[C:8]([F:22])[CH:7]=2)[CH2:3][CH2:2]1.[CH2:24]([N:31]1[CH:40]=[C:39]([C:41]([NH:43][CH2:44][CH2:45][N:46]([CH3:48])[CH3:47])=[O:42])[C:38]2[C:33](=[CH:34][CH:35]=[C:36](Br)[CH:37]=2)[C:32]1=[O:50])[C:25]1[CH:30]=[CH:29][CH:28]=[CH:27][CH:26]=1.C(=O)([O-])[O-].[K+].[K+], predict the reaction product. (5) Given the reactants [F:1][C:2]1[CH:3]=[C:4]([CH2:9][C:10]([NH:12][C@H:13]([C:15]([OH:17])=O)[CH3:14])=[O:11])[CH:5]=[C:6]([F:8])[CH:7]=1.[NH2:18][CH:19]([C:25]1[CH:26]=[N:27][CH:28]=[CH:29][CH:30]=1)[C:20]([O:22][CH2:23][CH3:24])=[O:21], predict the reaction product. The product is: [F:8][C:6]1[CH:5]=[C:4]([CH2:9][C:10]([NH:12][C@H:13]([C:15]([NH:18][CH:19]([C:25]2[CH:26]=[N:27][CH:28]=[CH:29][CH:30]=2)[C:20]([O:22][CH2:23][CH3:24])=[O:21])=[O:17])[CH3:14])=[O:11])[CH:3]=[C:2]([F:1])[CH:7]=1. (6) Given the reactants Cl.[F:2][C:3]1[CH:12]=[CH:11][C:10]([O:13]COC)=[C:9]2[C:4]=1[C:5](=[O:25])[C:6]([C:17]1[CH:22]=[CH:21][C:20]([O:23][CH3:24])=[CH:19][CH:18]=1)=[CH:7][NH:8]2.O.[Na], predict the reaction product. The product is: [F:2][C:3]1[CH:12]=[CH:11][C:10]([OH:13])=[C:9]2[C:4]=1[C:5](=[O:25])[C:6]([C:17]1[CH:22]=[CH:21][C:20]([O:23][CH3:24])=[CH:19][CH:18]=1)=[CH:7][NH:8]2.